Regression. Given a target protein amino acid sequence and a drug SMILES string, predict the binding affinity score between them. We predict pKd (pKd = -log10(Kd in M); higher means stronger binding). Dataset: bindingdb_kd. From a dataset of Drug-target binding data from BindingDB using Kd measurements. The compound is C[C@@H]1CCN(C(=O)CC#N)C[C@@H]1N(C)c1ncnc2[nH]ccc12. The target protein (Q9NQU5) has sequence MFRKKKKKRPEISAPQNFQHRVHTSFDPKEGKFVGLPPQWQNILDTLRRPKPVVDPSRITRVQLQPMKTVVRGSAMPVDGYISGLLNDIQKLSVISSNTLRGRSPTSRRRAQSLGLLGDEHWATDPDMYLQSPQSERTDPHGLYLSCNGGTPAGHKQMPWPEPQSPRVLPNGLAAKAQSLGPAEFQGASQRCLQLGACLQSSPPGASPPTGTNRHGMKAAKHGSEEARPQSCLVGSATGRPGGEGSPSPKTRESSLKRRLFRSMFLSTAATAPPSSSKPGPPPQSKPNSSFRPPQKDNPPSLVAKAQSLPSDQPVGTFSPLTTSDTSSPQKSLRTAPATGQLPGRSSPAGSPRTWHAQISTSNLYLPQDPTVAKGALAGEDTGVVTHEQFKAALRMVVDQGDPRLLLDSYVKIGEGSTGIVCLAREKHSGRQVAVKMMDLRKQQRRELLFNEVVIMRDYQHFNVVEMYKSYLVGEELWVLMEFLQGGALTDIVSQVRLNE.... The pKd is 5.0.